Dataset: Catalyst prediction with 721,799 reactions and 888 catalyst types from USPTO. Task: Predict which catalyst facilitates the given reaction. (1) Reactant: [F:1][C:2]1[CH:7]=[CH:6][C:5]([C:8]2[N:9]=[CH:10][N:11]([C:26]3[CH:27]=[N:28][CH:29]=[CH:30][CH:31]=3)[C:12]=2[C:13]2[CH:14]=[CH:15][C:16]3[N:17]([CH:19]=[C:20]([NH:22]C(=O)C)[N:21]=3)[N:18]=2)=[CH:4][CH:3]=1.Cl.O1CCOCC1. Product: [F:1][C:2]1[CH:7]=[CH:6][C:5]([C:8]2[N:9]=[CH:10][N:11]([C:26]3[CH:27]=[N:28][CH:29]=[CH:30][CH:31]=3)[C:12]=2[C:13]2[CH:14]=[CH:15][C:16]3[N:17]([CH:19]=[C:20]([NH2:22])[N:21]=3)[N:18]=2)=[CH:4][CH:3]=1. The catalyst class is: 5. (2) Reactant: C(OC([NH:8][C@H:9]([C:30]([O:32][CH3:33])=[O:31])[CH2:10][C:11]1[CH:16]=[CH:15][C:14]([CH2:17][CH2:18][CH2:19][C:20]2[CH:29]=[CH:28][C:27]3[CH2:26][CH2:25][CH2:24][NH:23][C:22]=3[N:21]=2)=[CH:13][CH:12]=1)=O)(C)(C)C.C(O)(C(F)(F)F)=O. Product: [N:21]1[C:22]2[NH:23][CH2:24][CH2:25][CH2:26][C:27]=2[CH:28]=[CH:29][C:20]=1[CH2:19][CH2:18][CH2:17][C:14]1[CH:15]=[CH:16][C:11]([CH2:10][C@@H:9]([C:30]([O:32][CH3:33])=[O:31])[NH2:8])=[CH:12][CH:13]=1. The catalyst class is: 2.